Dataset: Forward reaction prediction with 1.9M reactions from USPTO patents (1976-2016). Task: Predict the product of the given reaction. (1) The product is: [CH:1]([O:4][C:5]1[CH:9]=[C:8]([CH2:10][CH2:11][C:12]([O:14][CH2:15][CH3:16])=[O:13])[N:7]([CH2:25][C:26]2[CH:31]=[CH:30][CH:29]=[CH:28][N:27]=2)[N:6]=1)([CH3:3])[CH3:2]. Given the reactants [CH:1]([O:4][C:5]1[CH:9]=[C:8]([CH2:10][CH2:11][C:12]([O:14][CH2:15][CH3:16])=[O:13])[NH:7][N:6]=1)([CH3:3])[CH3:2].C(=O)([O-])[O-].[K+].[K+].Cl.Cl[CH2:25][C:26]1[CH:31]=[CH:30][CH:29]=[CH:28][N:27]=1.CN(C)C=O, predict the reaction product. (2) Given the reactants [CH2:1]([N:8]1[C:16]([C:17]2[CH:22]=[CH:21][C:20]([N:23]3[CH2:28][CH2:27][CH:26]([C:29]([O:31]CC)=[O:30])[CH2:25][CH2:24]3)=[CH:19][CH:18]=2)=[C:15]2[C:10]([C:11]([C:34]([F:37])([F:36])[F:35])=[CH:12][CH:13]=[CH:14]2)=[N:9]1)[C:2]1[CH:7]=[CH:6][CH:5]=[CH:4][CH:3]=1.[OH-].[Na+].Cl, predict the reaction product. The product is: [CH2:1]([N:8]1[C:16]([C:17]2[CH:22]=[CH:21][C:20]([N:23]3[CH2:28][CH2:27][CH:26]([C:29]([OH:31])=[O:30])[CH2:25][CH2:24]3)=[CH:19][CH:18]=2)=[C:15]2[C:10]([C:11]([C:34]([F:37])([F:35])[F:36])=[CH:12][CH:13]=[CH:14]2)=[N:9]1)[C:2]1[CH:3]=[CH:4][CH:5]=[CH:6][CH:7]=1. (3) Given the reactants [CH:1]1([N:4]([CH2:35][C:36]2[CH:41]=[C:40]([CH2:42][CH2:43][CH2:44][O:45][CH3:46])[CH:39]=[C:38]([O:47][CH2:48][CH2:49][O:50][CH3:51])[CH:37]=2)[C:5]([C@@H:7]2[C@:12]([C:20]3[CH:25]=[CH:24][C:23]([F:26])=[C:22]([F:27])[CH:21]=3)([O:13][CH2:14][C:15]3[N:16]=[N:17][NH:18][CH:19]=3)[CH2:11][CH2:10][N:9](C(OC(C)(C)C)=O)[CH2:8]2)=[O:6])[CH2:3][CH2:2]1.Cl, predict the reaction product. The product is: [CH:1]1([N:4]([CH2:35][C:36]2[CH:41]=[C:40]([CH2:42][CH2:43][CH2:44][O:45][CH3:46])[CH:39]=[C:38]([O:47][CH2:48][CH2:49][O:50][CH3:51])[CH:37]=2)[C:5]([C@@H:7]2[C@:12]([C:20]3[CH:25]=[CH:24][C:23]([F:26])=[C:22]([F:27])[CH:21]=3)([O:13][CH2:14][C:15]3[NH:16][N:17]=[N:18][CH:19]=3)[CH2:11][CH2:10][NH:9][CH2:8]2)=[O:6])[CH2:3][CH2:2]1. (4) Given the reactants [CH:1]1([CH:7]([C:18]2[CH:22]=[C:21]([C:23]3[CH:28]=[CH:27][C:26]([F:29])=[CH:25][CH:24]=3)[O:20][C:19]=2[CH3:30])[O:8][C:9]2[CH:17]=[CH:16][C:12]([C:13](O)=[O:14])=[CH:11][CH:10]=2)[CH2:6][CH2:5][CH2:4][CH2:3][CH2:2]1.[CH3:31][NH:32][CH2:33][CH2:34][C:35]([O:37]CC)=[O:36], predict the reaction product. The product is: [CH:1]1([CH:7]([C:18]2[CH:22]=[C:21]([C:23]3[CH:28]=[CH:27][C:26]([F:29])=[CH:25][CH:24]=3)[O:20][C:19]=2[CH3:30])[O:8][C:9]2[CH:17]=[CH:16][C:12]([C:13]([N:32]([CH3:31])[CH2:33][CH2:34][C:35]([OH:37])=[O:36])=[O:14])=[CH:11][CH:10]=2)[CH2:6][CH2:5][CH2:4][CH2:3][CH2:2]1. (5) The product is: [C:1]([NH:5][C:6]([N:8]1[CH2:13][CH2:12][N:11]2[CH:14]=[C:15]([C:20]3[CH:21]=[CH:22][C:23]([O:26][CH3:27])=[CH:24][CH:25]=3)[C:16]([C:17]([NH2:19])=[O:18])=[C:10]2[CH2:9]1)=[O:7])([CH3:4])([CH3:3])[CH3:2]. Given the reactants [C:1]([NH:5][C:6]([N:8]1[CH2:13][CH2:12][N:11]2[C:14](Cl)=[C:15]([C:20]3[CH:25]=[CH:24][C:23]([O:26][CH3:27])=[CH:22][CH:21]=3)[C:16]([C:17]([NH2:19])=[O:18])=[C:10]2[CH2:9]1)=[O:7])([CH3:4])([CH3:3])[CH3:2].C([O-])=O.[NH4+], predict the reaction product. (6) Given the reactants Br[C:2]1[CH:3]=[C:4]([CH:30]=[CH:31][CH:32]=1)[CH2:5][N:6]1[C:10]([CH3:11])=[CH:9][C:8]([C:12]2[O:16][N:15]=[C:14]([C:17]3[CH:22]=[CH:21][C:20]([C:23]4([C:26]([F:29])([F:28])[F:27])[CH2:25][CH2:24]4)=[CH:19][CH:18]=3)[N:13]=2)=[N:7]1.[OH:33][CH:34]1[CH2:39][CH2:38][NH:37][CH2:36][CH2:35]1, predict the reaction product. The product is: [CH3:11][C:10]1[N:6]([CH2:5][C:4]2[CH:3]=[C:2]([N:37]3[CH2:38][CH2:39][CH:34]([OH:33])[CH2:35][CH2:36]3)[CH:32]=[CH:31][CH:30]=2)[N:7]=[C:8]([C:12]2[O:16][N:15]=[C:14]([C:17]3[CH:22]=[CH:21][C:20]([C:23]4([C:26]([F:29])([F:28])[F:27])[CH2:25][CH2:24]4)=[CH:19][CH:18]=3)[N:13]=2)[CH:9]=1. (7) Given the reactants C(OC(=O)[NH:7][CH:8]([C:11]([N:13]1[CH2:18][CH2:17][C:16]([C:39]2[CH:44]=[CH:43][CH:42]=[C:41]([F:45])[CH:40]=2)([CH2:19][CH2:20][N:21]2[CH:26]3[CH2:27][CH2:28][CH:22]2[CH2:23][CH:24]([N:29]2[C:33]4[CH:34]=[CH:35][CH:36]=[CH:37][C:32]=4[N:31]=[C:30]2[CH3:38])[CH2:25]3)[CH2:15][CH2:14]1)=[O:12])[CH2:9][CH3:10])(C)(C)C.Cl, predict the reaction product. The product is: [NH2:7][CH:8]([CH2:9][CH3:10])[C:11]([N:13]1[CH2:18][CH2:17][C:16]([C:39]2[CH:44]=[CH:43][CH:42]=[C:41]([F:45])[CH:40]=2)([CH2:19][CH2:20][N:21]2[CH:26]3[CH2:27][CH2:28][CH:22]2[CH2:23][CH:24]([N:29]2[C:33]4[CH:34]=[CH:35][CH:36]=[CH:37][C:32]=4[N:31]=[C:30]2[CH3:38])[CH2:25]3)[CH2:15][CH2:14]1)=[O:12].